The task is: Predict the reactants needed to synthesize the given product.. This data is from Full USPTO retrosynthesis dataset with 1.9M reactions from patents (1976-2016). (1) Given the product [CH2:1]([C:5]1[N:6]=[C:7]([CH3:47])[N:8]([C:33]2[N:34]=[CH:35][C:36]([O:39][CH:40]([CH3:53])[CH2:41][CH3:42])=[CH:37][N:38]=2)[C:9](=[O:32])[C:10]=1[CH2:11][C:12]1[CH:17]=[C:16]([CH2:18][CH2:19][CH3:20])[C:15]([O:21][Si:22]([C:25]([CH3:27])([CH3:28])[CH3:26])([CH3:23])[CH3:24])=[C:14]([CH2:29][CH2:30][CH3:31])[CH:13]=1)[CH2:2][CH2:3][CH3:4], predict the reactants needed to synthesize it. The reactants are: [CH2:1]([C:5]1[N:6]=[C:7]([CH3:47])[N:8]([C:33]2[N:38]=[CH:37][C:36]([O:39][CH2:40][CH2:41][C:42](OCC)=O)=[CH:35][N:34]=2)[C:9](=[O:32])[C:10]=1[CH2:11][C:12]1[CH:17]=[C:16]([CH2:18][CH2:19][CH3:20])[C:15]([O:21][Si:22]([C:25]([CH3:28])([CH3:27])[CH3:26])([CH3:24])[CH3:23])=[C:14]([CH2:29][CH2:30][CH3:31])[CH:13]=1)[CH2:2][CH2:3][CH3:4].O.O.[OH-].[Li+].Cl.[CH3:53]O. (2) Given the product [CH2:1]([O:3][C:4](=[O:36])[CH:5]([O:10][CH2:11][CH2:12][O:13][CH2:14][CH2:15][O:16][CH2:17][CH2:18][O:19][CH2:20][CH2:21][O:22][CH2:23][CH2:24][O:25][CH2:26][CH2:27][OH:28])[CH2:6][CH2:7][CH2:8][CH3:9])[CH3:2], predict the reactants needed to synthesize it. The reactants are: [CH2:1]([O:3][C:4](=[O:36])[CH:5]([O:10][CH2:11][CH2:12][O:13][CH2:14][CH2:15][O:16][CH2:17][CH2:18][O:19][CH2:20][CH2:21][O:22][CH2:23][CH2:24][O:25][CH2:26][CH2:27][O:28]CC1C=CC=CC=1)[CH2:6][CH2:7][CH2:8][CH3:9])[CH3:2]. (3) Given the product [CH3:1][NH:2][CH2:3][CH2:4][C:5]([N:7]1[CH2:16][CH2:15][C:14]2[C:9](=[CH:10][C:11]([O:19][CH3:20])=[C:12]([O:17][CH3:18])[CH:13]=2)[C:8]21[CH2:25][CH2:24][CH:23]([C:26]([N:28]1[CH2:33][CH2:32][N:31]([C:34]3[NH:38][CH:37]=[CH:36][N:35]=3)[CH2:30][CH2:29]1)=[O:27])[CH2:22][CH:21]2[CH:46]1[C:55]2[C:50](=[CH:51][C:52]([O:58][CH3:59])=[C:53]([O:56][CH3:57])[CH:54]=2)[CH2:49][CH2:48][N:47]1[CH2:60][CH3:61])=[O:6], predict the reactants needed to synthesize it. The reactants are: [CH3:1][NH:2][CH2:3][CH2:4][C:5]([N:7]1[CH2:16][CH2:15][C:14]2[C:9](=[CH:10][C:11]([O:19][CH3:20])=[C:12]([O:17][CH3:18])[CH:13]=2)[C:8]21[CH2:25][CH2:24][CH:23]([C:26]([N:28]1[CH2:33][CH2:32][N:31]([C:34]3[N:35](CC4C=CC=CC=4)[CH:36]=[CH:37][N:38]=3)[CH2:30][CH2:29]1)=[O:27])[CH2:22][CH:21]2[CH:46]1[C:55]2[C:50](=[CH:51][C:52]([O:58][CH3:59])=[C:53]([O:56][CH3:57])[CH:54]=2)[CH2:49][CH2:48][N:47]1[CH2:60][CH3:61])=[O:6].C([O-])=O.[NH4+]. (4) Given the product [ClH:1].[ClH:1].[CH2:2]([O:9][C:10](=[O:36])[NH:11][C:12]1([C:15](=[O:35])[NH:16][C:17]2([C:20]3[CH:25]=[C:24]([CH2:26][NH2:27])[CH:23]=[CH:22][N:21]=3)[CH2:18][CH2:19]2)[CH2:13][CH2:14]1)[C:3]1[CH:8]=[CH:7][CH:6]=[CH:5][CH:4]=1, predict the reactants needed to synthesize it. The reactants are: [ClH:1].[CH2:2]([O:9][C:10](=[O:36])[NH:11][C:12]1([C:15](=[O:35])[NH:16][C:17]2([C:20]3[CH:25]=[C:24]([CH2:26][NH:27]C(OC(C)(C)C)=O)[CH:23]=[CH:22][N:21]=3)[CH2:19][CH2:18]2)[CH2:14][CH2:13]1)[C:3]1[CH:8]=[CH:7][CH:6]=[CH:5][CH:4]=1.